This data is from Peptide-MHC class I binding affinity with 185,985 pairs from IEDB/IMGT. The task is: Regression. Given a peptide amino acid sequence and an MHC pseudo amino acid sequence, predict their binding affinity value. This is MHC class I binding data. The peptide sequence is LMRTNFLIK. The MHC is HLA-B51:01 with pseudo-sequence HLA-B51:01. The binding affinity (normalized) is 0.0847.